From a dataset of Forward reaction prediction with 1.9M reactions from USPTO patents (1976-2016). Predict the product of the given reaction. (1) Given the reactants [C:1]([O:9][C@@H:10]1[C@H:14]([O:15][C:16](=[O:23])[C:17]2[CH:22]=[CH:21][CH:20]=[CH:19][CH:18]=2)[C@@H:13]([C:24]([NH:26][CH2:27][CH3:28])=[O:25])[O:12][C@H:11]1[N:29]1[CH:37]=[N:36][C:35]2[C:30]1=[N:31][C:32]([I:39])=[N:33][C:34]=2Cl)(=[O:8])[C:2]1[CH:7]=[CH:6][CH:5]=[CH:4][CH:3]=1.[NH2:40][C@@H:41]([CH2:44][C:45]1[CH:50]=[CH:49][CH:48]=[CH:47][CH:46]=1)[CH2:42][OH:43], predict the reaction product. The product is: [C:1]([O:9][C@@H:10]1[C@H:14]([O:15][C:16](=[O:23])[C:17]2[CH:22]=[CH:21][CH:20]=[CH:19][CH:18]=2)[C@@H:13]([C:24]([NH:26][CH2:27][CH3:28])=[O:25])[O:12][C@H:11]1[N:29]1[CH:37]=[N:36][C:35]2[C:30]1=[N:31][C:32]([I:39])=[N:33][C:34]=2[NH:40][C@@H:41]([CH2:44][C:45]1[CH:50]=[CH:49][CH:48]=[CH:47][CH:46]=1)[CH2:42][OH:43])(=[O:8])[C:2]1[CH:7]=[CH:6][CH:5]=[CH:4][CH:3]=1. (2) Given the reactants C[O:2][C:3](=[O:35])[CH:4]([C:9]1[CH:14]=[C:13]([C:15]2[CH:20]=[CH:19][C:18]([C:21]([F:24])([F:23])[F:22])=[CH:17][CH:16]=2)[N:12]=[C:11]([C:25]2[CH:30]=[CH:29][C:28]([C:31]([F:34])([F:33])[F:32])=[CH:27][CH:26]=2)[CH:10]=1)[CH2:5][CH:6]([CH3:8])[CH3:7].C(O)(=O)CC(CC(O)=O)(C(O)=O)O, predict the reaction product. The product is: [F:34][C:31]([F:32])([F:33])[C:28]1[CH:29]=[CH:30][C:25]([C:11]2[CH:10]=[C:9]([CH:4]([CH2:5][CH:6]([CH3:8])[CH3:7])[C:3]([OH:35])=[O:2])[CH:14]=[C:13]([C:15]3[CH:16]=[CH:17][C:18]([C:21]([F:24])([F:23])[F:22])=[CH:19][CH:20]=3)[N:12]=2)=[CH:26][CH:27]=1. (3) The product is: [CH2:26]([C:25]1[CH:24]=[C:23]([CH3:28])[CH:22]=[C:21]([CH2:29][CH3:30])[C:20]=1[CH:10]1[C:9](=[O:8])[CH:16]2[CH:12]([CH2:13][CH:14]([CH2:17][CH2:31][C:32](=[O:33])[CH3:34])[CH2:15]2)[C:11]1=[O:19])[CH3:27]. Given the reactants C([O:8][C:9]1[CH:16]2[CH:12]([CH2:13][CH:14]([CH:17]=O)[CH2:15]2)[C:11](=[O:19])[C:10]=1[C:20]1[C:25]([CH2:26][CH3:27])=[CH:24][C:23]([CH3:28])=[CH:22][C:21]=1[CH2:29][CH3:30])C1C=CC=CC=1.[CH:31](=P(C1C=CC=CC=1)(C1C=CC=CC=1)C1C=CC=CC=1)[C:32]([CH3:34])=[O:33], predict the reaction product. (4) Given the reactants CC(C)(S([NH:6][C:7]1([CH3:19])[CH2:10][CH:9]([NH:11][C:12](=[O:18])[O:13][C:14]([CH3:17])([CH3:16])[CH3:15])[CH2:8]1)=O)C.[ClH:21], predict the reaction product. The product is: [ClH:21].[NH2:6][C:7]1([CH3:19])[CH2:10][CH:9]([NH:11][C:12](=[O:18])[O:13][C:14]([CH3:16])([CH3:15])[CH3:17])[CH2:8]1. (5) Given the reactants C[O:2][C:3](=[O:41])[CH2:4][CH:5]1[CH2:10][CH2:9][N:8]([C:11]([C@H:13]2[C@H:17]([C:18]3[CH:23]=[CH:22][CH:21]=[C:20]([Cl:24])[C:19]=3[F:25])[C@:16]([C:28]3[CH:33]=[CH:32][C:31]([Cl:34])=[CH:30][C:29]=3[F:35])([C:26]#[N:27])[C@H:15]([CH2:36][C:37]([CH3:40])([CH3:39])[CH3:38])[NH:14]2)=[O:12])[CH2:7][CH2:6]1.O[Li].O, predict the reaction product. The product is: [ClH:24].[Cl:24][C:20]1[C:19]([F:25])=[C:18]([C@@H:17]2[C@:16]([C:28]3[CH:33]=[CH:32][C:31]([Cl:34])=[CH:30][C:29]=3[F:35])([C:26]#[N:27])[C@H:15]([CH2:36][C:37]([CH3:40])([CH3:39])[CH3:38])[NH:14][C@H:13]2[C:11]([N:8]2[CH2:7][CH2:6][CH:5]([CH2:4][C:3]([OH:41])=[O:2])[CH2:10][CH2:9]2)=[O:12])[CH:23]=[CH:22][CH:21]=1.